This data is from Catalyst prediction with 721,799 reactions and 888 catalyst types from USPTO. The task is: Predict which catalyst facilitates the given reaction. (1) Reactant: [Br:1][CH2:2][C:3](=[O:15])[CH2:4][C:5]([NH:7][C:8]1[CH:13]=[CH:12][CH:11]=[CH:10][C:9]=1[F:14])=[O:6].[B-](F)(F)(F)[F:17].[B-](F)(F)(F)F.C1[N+]2(CCl)CC[N+](F)(CC2)C1. Product: [Br:1][CH2:2][C:3](=[O:15])[CH:4]([F:17])[C:5]([NH:7][C:8]1[CH:13]=[CH:12][CH:11]=[CH:10][C:9]=1[F:14])=[O:6]. The catalyst class is: 10. (2) Reactant: [CH3:1][C:2]1[CH:3]=[CH:4][CH:5]=[C:6]2[C:11]=1[C:10](=[O:12])[N:9]([C:13]1[CH:18]=[CH:17][CH:16]=[CH:15][C:14]=1[CH3:19])[C:8]([CH2:20][NH:21][CH3:22])=[CH:7]2.Cl[C:24]1[N:32]=[CH:31][N:30]=[C:29]2[C:25]=1[N:26]=[CH:27][N:28]2[CH:33]1[CH2:38][CH2:37][CH2:36][CH2:35][O:34]1. Product: [CH3:1][C:2]1[CH:3]=[CH:4][CH:5]=[C:6]2[C:11]=1[C:10](=[O:12])[N:9]([C:13]1[CH:18]=[CH:17][CH:16]=[CH:15][C:14]=1[CH3:19])[C:8]([CH2:20][N:21]([CH3:22])[C:24]1[N:32]=[CH:31][N:30]=[C:29]3[C:25]=1[N:26]=[CH:27][N:28]3[CH:33]1[CH2:38][CH2:37][CH2:36][CH2:35][O:34]1)=[CH:7]2. The catalyst class is: 14. (3) Reactant: [CH2:1]([O:5][C:6]1[CH:11]=[CH:10][C:9]([S:12]([C:15]2([C:32]([NH:34][OH:35])=[O:33])[CH2:20][CH2:19][N:18]([C:21]([C:23]3([CH3:31])[CH2:28][O:27]C(C)(C)[O:25][CH2:24]3)=[O:22])[CH2:17][CH2:16]2)(=[O:14])=[O:13])=[CH:8][CH:7]=1)[C:2]#[C:3][CH3:4].Cl. Product: [CH2:1]([O:5][C:6]1[CH:7]=[CH:8][C:9]([S:12]([C:15]2([C:32]([NH:34][OH:35])=[O:33])[CH2:16][CH2:17][N:18]([C:21](=[O:22])[C:23]([CH2:24][OH:25])([CH3:31])[CH2:28][OH:27])[CH2:19][CH2:20]2)(=[O:13])=[O:14])=[CH:10][CH:11]=1)[C:2]#[C:3][CH3:4]. The catalyst class is: 7. (4) Reactant: [C:1]([O:5][C:6](=[O:30])[N:7]([C:23]1[CH:28]=[CH:27][C:26]([Cl:29])=[CH:25][CH:24]=1)[CH:8]1[CH2:17][CH2:16][C:15]2[C:10](=[CH:11][CH:12]=[CH:13][C:14]=2[CH2:18]O)[C:9]1=[S:20](=[O:22])=[O:21])([CH3:4])([CH3:3])[CH3:2].N1C=CN=C1.C1C=CC(P(C2C=CC=CC=2)C2C=CC=CC=2)=CC=1.[I:55]I. Product: [C:1]([O:5][C:6](=[O:30])[N:7]([C:23]1[CH:28]=[CH:27][C:26]([Cl:29])=[CH:25][CH:24]=1)[CH:8]1[CH2:17][CH2:16][C:15]2[C:10](=[CH:11][CH:12]=[CH:13][C:14]=2[CH2:18][I:55])[C:9]1=[S:20](=[O:22])=[O:21])([CH3:4])([CH3:3])[CH3:2]. The catalyst class is: 2. (5) Reactant: [CH3:1][N:2]1[CH2:7][CH2:6][CH:5]([OH:8])[CH2:4][CH2:3]1.[H-].[Na+].F[C:12]1[CH:17]=[CH:16][C:15]([S:18]([NH2:21])(=[O:20])=[O:19])=[CH:14][C:13]=1[N+:22]([O-:24])=[O:23]. Product: [CH3:1][N:2]1[CH2:7][CH2:6][CH:5]([O:8][C:12]2[CH:17]=[CH:16][C:15]([S:18]([NH2:21])(=[O:20])=[O:19])=[CH:14][C:13]=2[N+:22]([O-:24])=[O:23])[CH2:4][CH2:3]1. The catalyst class is: 7. (6) Reactant: [F:1][C:2]1[CH:7]=[CH:6][C:5]([N:8]2[C:16]3[CH:15]=[C:14]4[CH2:17][CH2:18][C@H:19]5[C:24]([C@@:13]4([CH3:30])[CH2:12][C:11]=3[CH:10]=[N:9]2)=[CH:23][CH2:22][C@@H:21]([C:25]([F:28])([F:27])[F:26])[C@@H:20]5[NH2:29])=[CH:4][CH:3]=1.[F:31][C:32]1[CH:37]=[CH:36][C:35]([S:38](Cl)(=[O:40])=[O:39])=[CH:34][CH:33]=1.C(N(C(C)C)CC)(C)C. Product: [F:1][C:2]1[CH:3]=[CH:4][C:5]([N:8]2[C:16]3[CH:15]=[C:14]4[CH2:17][CH2:18][C@H:19]5[C:24]([C@@:13]4([CH3:30])[CH2:12][C:11]=3[CH:10]=[N:9]2)=[CH:23][CH2:22][C@@H:21]([C:25]([F:27])([F:26])[F:28])[C@@H:20]5[NH:29][S:38]([C:35]2[CH:36]=[CH:37][C:32]([F:31])=[CH:33][CH:34]=2)(=[O:40])=[O:39])=[CH:6][CH:7]=1. The catalyst class is: 1. (7) The catalyst class is: 420. Product: [CH2:13]([O:20][C:21]1[CH:30]=[C:29]2[C:24]([C:25]([O:1][C:2]3[C:3]([CH3:12])=[N:4][C:5]4[C:10]([CH:11]=3)=[CH:9][CH:8]=[CH:7][N:6]=4)=[CH:26][CH:27]=[N:28]2)=[CH:23][C:22]=1[O:32][CH3:33])[C:14]1[CH:15]=[CH:16][CH:17]=[CH:18][CH:19]=1. Reactant: [OH:1][C:2]1[C:3]([CH3:12])=[N:4][C:5]2[C:10]([CH:11]=1)=[CH:9][CH:8]=[CH:7][N:6]=2.[CH2:13]([O:20][C:21]1[CH:30]=[C:29]2[C:24]([C:25](Cl)=[CH:26][CH:27]=[N:28]2)=[CH:23][C:22]=1[O:32][CH3:33])[C:14]1[CH:19]=[CH:18][CH:17]=[CH:16][CH:15]=1.O. (8) Reactant: [CH2:1]([C:8]1[C:9]([C:24]([O:26][CH2:27][CH3:28])=[O:25])=[C:10]([C:17]2[CH:22]=[CH:21][C:20]([F:23])=[CH:19][CH:18]=2)[C:11]2[N:12]([CH:14]=[CH:15][CH:16]=2)[N:13]=1)[C:2]1[CH:7]=[CH:6][CH:5]=[CH:4][CH:3]=1.[Cl:29]N1C(=O)CCC1=O. Product: [CH2:1]([C:8]1[C:9]([C:24]([O:26][CH2:27][CH3:28])=[O:25])=[C:10]([C:17]2[CH:22]=[CH:21][C:20]([F:23])=[CH:19][CH:18]=2)[C:11]2[N:12]([C:14]([Cl:29])=[CH:15][CH:16]=2)[N:13]=1)[C:2]1[CH:7]=[CH:6][CH:5]=[CH:4][CH:3]=1. The catalyst class is: 7. (9) Reactant: [F:1][C:2]1[CH:10]=[C:9]2[C:5]([C:6](I)=[CH:7][N:8]2[S:11]([C:14]2[CH:19]=[CH:18][CH:17]=[CH:16][CH:15]=2)(=[O:13])=[O:12])=[CH:4][CH:3]=1.CC1(C)C(C)(C)OB([C:29]2[CH:30]=[CH:31][C:32]([O:35][CH:36]3[CH2:41][CH2:40][N:39]([C:42]([O:44][C:45]([CH3:48])([CH3:47])[CH3:46])=[O:43])[CH2:38][CH2:37]3)=[N:33][CH:34]=2)O1.[O-]P([O-])([O-])=O.[K+].[K+].[K+].C(Cl)Cl. Product: [F:1][C:2]1[CH:10]=[C:9]2[C:5]([C:6]([C:29]3[CH:30]=[CH:31][C:32]([O:35][CH:36]4[CH2:41][CH2:40][N:39]([C:42]([O:44][C:45]([CH3:48])([CH3:47])[CH3:46])=[O:43])[CH2:38][CH2:37]4)=[N:33][CH:34]=3)=[CH:7][N:8]2[S:11]([C:14]2[CH:19]=[CH:18][CH:17]=[CH:16][CH:15]=2)(=[O:13])=[O:12])=[CH:4][CH:3]=1. The catalyst class is: 117.